This data is from Reaction yield outcomes from USPTO patents with 853,638 reactions. The task is: Predict the reaction yield, written as a fraction of the theoretical maximum amount of product (1.0 means a 100% yield; for example, 0.34 means a 34% yield). (1) The reactants are [CH2:1]([Li])[CH2:2][CH2:3][CH3:4].O=O.Br[C:9]1[CH:14]=[CH:13][C:12]([CH3:15])=[C:11]([CH2:16][C:17]2[CH:22]=[CH:21][C:20]([O:23][CH2:24][CH3:25])=[CH:19][CH:18]=2)[CH:10]=1.CON(C)[C:29](=[O:81])[C@H:30]([O:73]CC1C=CC=CC=1)[C@@H:31]([O:65][CH2:66][C:67]1[CH:72]=[CH:71][CH:70]=[CH:69][CH:68]=1)[C@H:32]([O:57][CH2:58][C:59]1[CH:64]=[CH:63][CH:62]=[CH:61][CH:60]=1)[C:33]([OH:56])([CH2:45][O:46][CH2:47][C:48]1[CH:53]=[CH:52][C:51]([O:54][CH3:55])=[CH:50][CH:49]=1)[CH2:34][O:35][CH2:36][C:37]1[CH:42]=[CH:41][C:40]([O:43][CH3:44])=[CH:39][CH:38]=1.[Al].O1C[CH2:87][CH2:86][CH2:85]1. The catalyst is C(OCC)C. The product is [CH2:1]([O:73][CH:30]1[C@@H:31]([O:65][CH2:66][C:67]2[CH:68]=[CH:69][CH:70]=[CH:71][CH:72]=2)[C@H:32]([O:57][CH2:58][C:59]2[CH:64]=[CH:63][CH:62]=[CH:61][CH:60]=2)[C:33]([CH2:45][O:46][CH2:47][C:48]2[CH:49]=[CH:50][C:51]([O:54][CH3:55])=[CH:52][CH:53]=2)([CH2:34][O:35][CH2:36][C:37]2[CH:38]=[CH:39][C:40]([O:43][CH3:44])=[CH:41][CH:42]=2)[O:56][C:29]1([C:9]1[CH:14]=[CH:13][C:12]([CH3:15])=[C:11]([CH2:16][C:17]2[CH:22]=[CH:21][C:20]([O:23][CH2:24][CH3:25])=[CH:19][CH:18]=2)[CH:10]=1)[OH:81])[C:2]1[CH:87]=[CH:86][CH:85]=[CH:4][CH:3]=1. The yield is 0.560. (2) The reactants are [CH2:1]([NH:8][C:9]([C:11]1[S:15][C:14](Br)=[N:13][C:12]=1[CH3:17])=[O:10])[C:2]1[CH:7]=[CH:6][CH:5]=[CH:4][CH:3]=1.[CH:18](N(CC)C(C)C)(C)[CH3:19].C[Si](C#C)(C)C.[OH-].[Li+]. The catalyst is C1(C)C=CC=CC=1.C(OCC)(=O)C.[Cu]I.Cl[Pd](Cl)([P](C1C=CC=CC=1)(C1C=CC=CC=1)C1C=CC=CC=1)[P](C1C=CC=CC=1)(C1C=CC=CC=1)C1C=CC=CC=1. The product is [CH2:1]([NH:8][C:9]([C:11]1[S:15][C:14]([C:18]#[CH:19])=[N:13][C:12]=1[CH3:17])=[O:10])[C:2]1[CH:7]=[CH:6][CH:5]=[CH:4][CH:3]=1. The yield is 0.930. (3) The reactants are [CH2:1]([C:6]1[S:10][C:9]([C:11]([O:13]CC)=[O:12])=[N:8][C:7]=1[C:16]1[CH:21]=[CH:20][CH:19]=[CH:18][CH:17]=1)[CH2:2][CH2:3][CH2:4][CH3:5].[OH-].[K+].Cl. The catalyst is CO.O. The product is [CH2:1]([C:6]1[S:10][C:9]([C:11]([OH:13])=[O:12])=[N:8][C:7]=1[C:16]1[CH:21]=[CH:20][CH:19]=[CH:18][CH:17]=1)[CH2:2][CH2:3][CH2:4][CH3:5]. The yield is 0.320. (4) The reactants are C1CO[C:3]2([CH2:20][CH2:19][C@@:18]3([CH3:21])[CH:5]([C@@H:6]([CH2:31][OH:32])[C:7](=[O:30])[C@@H:8]4[C@@H:17]3[CH2:16][CH2:15][C@@:13]3([CH3:14])[C@H:9]4[CH2:10][CH2:11][C@@H:12]3[O:22][Si](C(C)(C)C)(C)C)[C:4]2([CH3:34])[CH3:33])[O:2]1. The catalyst is CO. The product is [CH3:33][C:4]1([CH3:34])[C:3](=[O:2])[CH2:20][CH2:19][C@@:18]2([CH3:21])[CH:5]1[C@@H:6]([CH2:31][OH:32])[C@@H:7]([OH:30])[C@@H:8]1[C@@H:17]2[CH2:16][CH2:15][C@@:13]2([CH3:14])[C@H:9]1[CH2:10][CH2:11][C@@H:12]2[OH:22]. The yield is 0.760. (5) The reactants are [N:1]1([C:6]2[CH:13]=[CH:12][CH:11]=[CH:10][C:7]=2[CH:8]=[O:9])[CH:5]=[CH:4][N:3]=[CH:2]1.[F:14][C:15]([Si](C)(C)C)([F:17])[F:16]. The catalyst is C1COCC1.[F-].C([N+](CCCC)(CCCC)CCCC)CCC. The product is [F:14][C:15]([F:17])([F:16])[CH:8]([C:7]1[CH:10]=[CH:11][CH:12]=[CH:13][C:6]=1[N:1]1[CH:5]=[CH:4][N:3]=[CH:2]1)[OH:9]. The yield is 0.930.